This data is from Ames mutagenicity test results for genotoxicity prediction. The task is: Regression/Classification. Given a drug SMILES string, predict its toxicity properties. Task type varies by dataset: regression for continuous values (e.g., LD50, hERG inhibition percentage) or binary classification for toxic/non-toxic outcomes (e.g., AMES mutagenicity, cardiotoxicity, hepatotoxicity). Dataset: ames. (1) The drug is CCCCN(CC(CO)OCc1ccccc1)N=O. The result is 1 (mutagenic). (2) The drug is c1cc2ccc3ccc([C@@H]4CO4)c4ccc(c1)c2c34. The result is 1 (mutagenic). (3) The drug is CCC1CO1. The result is 1 (mutagenic). (4) The compound is CC(C)CC(NC(=O)COc1cc(Cl)c(Cl)cc1Cl)C(=O)O. The result is 0 (non-mutagenic). (5) The compound is Cc1cc([N+](=O)[O-])cc([N+](=O)[O-])c1O. The result is 0 (non-mutagenic). (6) The drug is c1cc2c3c(c4ccc5ccccc5c4cc3c1)C1OC21. The result is 1 (mutagenic). (7) The compound is CC(C)CN(N=O)C(=N)N[N+](=O)[O-]. The result is 1 (mutagenic). (8) The compound is C=CCOC(=O)CCCCCCCC. The result is 0 (non-mutagenic).